The task is: Regression. Given two drug SMILES strings and cell line genomic features, predict the synergy score measuring deviation from expected non-interaction effect.. This data is from NCI-60 drug combinations with 297,098 pairs across 59 cell lines. (1) Drug 1: CN1C(=O)N2C=NC(=C2N=N1)C(=O)N. Drug 2: CC1CCC2CC(C(=CC=CC=CC(CC(C(=O)C(C(C(=CC(C(=O)CC(OC(=O)C3CCCCN3C(=O)C(=O)C1(O2)O)C(C)CC4CCC(C(C4)OC)OCCO)C)C)O)OC)C)C)C)OC. Cell line: TK-10. Synergy scores: CSS=11.0, Synergy_ZIP=-0.437, Synergy_Bliss=2.87, Synergy_Loewe=-1.53, Synergy_HSA=-0.147. (2) Cell line: HCC-2998. Drug 1: CCC1=CC2CC(C3=C(CN(C2)C1)C4=CC=CC=C4N3)(C5=C(C=C6C(=C5)C78CCN9C7C(C=CC9)(C(C(C8N6C)(C(=O)OC)O)OC(=O)C)CC)OC)C(=O)OC.C(C(C(=O)O)O)(C(=O)O)O. Synergy scores: CSS=60.2, Synergy_ZIP=-1.44, Synergy_Bliss=-1.35, Synergy_Loewe=-66.6, Synergy_HSA=-1.12. Drug 2: CN(C(=O)NC(C=O)C(C(C(CO)O)O)O)N=O. (3) Synergy scores: CSS=32.4, Synergy_ZIP=1.29, Synergy_Bliss=1.26, Synergy_Loewe=-33.2, Synergy_HSA=0.769. Cell line: OVCAR-4. Drug 1: CC1=C2C(C(=O)C3(C(CC4C(C3C(C(C2(C)C)(CC1OC(=O)C(C(C5=CC=CC=C5)NC(=O)OC(C)(C)C)O)O)OC(=O)C6=CC=CC=C6)(CO4)OC(=O)C)OC)C)OC. Drug 2: CC(C1=C(C=CC(=C1Cl)F)Cl)OC2=C(N=CC(=C2)C3=CN(N=C3)C4CCNCC4)N. (4) Drug 1: CN1CCC(CC1)COC2=C(C=C3C(=C2)N=CN=C3NC4=C(C=C(C=C4)Br)F)OC. Drug 2: CC1C(C(CC(O1)OC2CC(CC3=C2C(=C4C(=C3O)C(=O)C5=C(C4=O)C(=CC=C5)OC)O)(C(=O)C)O)N)O.Cl. Cell line: SNB-75. Synergy scores: CSS=39.1, Synergy_ZIP=18.3, Synergy_Bliss=20.0, Synergy_Loewe=-2.33, Synergy_HSA=20.5. (5) Drug 1: C1C(C(OC1N2C=NC3=C(N=C(N=C32)Cl)N)CO)O. Drug 2: CCN(CC)CCNC(=O)C1=C(NC(=C1C)C=C2C3=C(C=CC(=C3)F)NC2=O)C. Cell line: K-562. Synergy scores: CSS=20.7, Synergy_ZIP=-5.91, Synergy_Bliss=-3.37, Synergy_Loewe=-14.9, Synergy_HSA=-4.32. (6) Drug 1: CN1CCC(CC1)COC2=C(C=C3C(=C2)N=CN=C3NC4=C(C=C(C=C4)Br)F)OC. Drug 2: C1CNP(=O)(OC1)N(CCCl)CCCl. Cell line: UACC62. Synergy scores: CSS=3.40, Synergy_ZIP=-2.80, Synergy_Bliss=-3.17, Synergy_Loewe=-9.00, Synergy_HSA=-2.81. (7) Drug 1: CCC1=C2CN3C(=CC4=C(C3=O)COC(=O)C4(CC)O)C2=NC5=C1C=C(C=C5)O. Drug 2: CCN(CC)CCNC(=O)C1=C(NC(=C1C)C=C2C3=C(C=CC(=C3)F)NC2=O)C. Cell line: HL-60(TB). Synergy scores: CSS=5.86, Synergy_ZIP=-0.934, Synergy_Bliss=-2.36, Synergy_Loewe=-44.5, Synergy_HSA=-2.13. (8) Drug 1: C1CCN(CC1)CCOC2=CC=C(C=C2)C(=O)C3=C(SC4=C3C=CC(=C4)O)C5=CC=C(C=C5)O. Drug 2: CC1=C2C(C(=O)C3(C(CC4C(C3C(C(C2(C)C)(CC1OC(=O)C(C(C5=CC=CC=C5)NC(=O)OC(C)(C)C)O)O)OC(=O)C6=CC=CC=C6)(CO4)OC(=O)C)O)C)O. Cell line: LOX IMVI. Synergy scores: CSS=46.2, Synergy_ZIP=-0.298, Synergy_Bliss=0.168, Synergy_Loewe=-54.1, Synergy_HSA=2.03.